This data is from Forward reaction prediction with 1.9M reactions from USPTO patents (1976-2016). The task is: Predict the product of the given reaction. (1) Given the reactants [Br:1][C:2]1[C:10]2[S:9][C:8]([CH:11]=[O:12])=[CH:7][C:6]=2[CH:5]=[CH:4][CH:3]=1.[Mg].Br[C:15]1[CH:20]=[CH:19][CH:18]=[C:17]([C:21]([F:24])([F:23])[F:22])[CH:16]=1.[Cl-].[NH4+], predict the reaction product. The product is: [Br:1][C:2]1[C:10]2[S:9][C:8]([CH:11]([C:15]3[CH:20]=[CH:19][CH:18]=[C:17]([C:21]([F:24])([F:23])[F:22])[CH:16]=3)[OH:12])=[CH:7][C:6]=2[CH:5]=[CH:4][CH:3]=1. (2) Given the reactants [CH2:1]([S:8][C:9]1[C:10](F)=[C:11]([F:27])[C:12]([NH:19][C:20]2[CH:25]=[CH:24][CH:23]=[CH:22][C:21]=2[F:26])=[C:13]([CH:18]=1)[C:14]([O:16][CH3:17])=[O:15])[C:2]1[CH:7]=[CH:6][CH:5]=[CH:4][CH:3]=1.[N-:29]=[N+:30]=[N-:31], predict the reaction product. The product is: [N:29]([C:10]1[C:9]([S:8][CH2:1][C:2]2[CH:7]=[CH:6][CH:5]=[CH:4][CH:3]=2)=[CH:18][C:13]([C:14]([O:16][CH3:17])=[O:15])=[C:12]([NH:19][C:20]2[CH:25]=[CH:24][CH:23]=[CH:22][C:21]=2[F:26])[C:11]=1[F:27])=[N+:30]=[N-:31].